From a dataset of Reaction yield outcomes from USPTO patents with 853,638 reactions. Predict the reaction yield, written as a fraction of the theoretical maximum amount of product (1.0 means a 100% yield; for example, 0.34 means a 34% yield). (1) The reactants are [F:1][C:2]([F:12])([F:11])[C:3]1[N:8]=[CH:7][C:6]([CH:9]=O)=[CH:5][N:4]=1.[Si]([C:17]#[N:18])(C)(C)C.[NH:19]1[CH2:24][CH2:23][O:22][CH2:21][CH2:20]1.CC([O-])=O.[Na+]. The catalyst is CC(O)=O. The product is [N:19]1([CH:9]([C:6]2[CH:5]=[N:4][C:3]([C:2]([F:12])([F:11])[F:1])=[N:8][CH:7]=2)[C:17]#[N:18])[CH2:24][CH2:23][O:22][CH2:21][CH2:20]1. The yield is 0.670. (2) The reactants are [CH3:1][O-:2].[Na+].Cl[C:5]1[CH:10]=[C:9]([O:11][CH3:12])[CH:8]=[CH:7][N:6]=1. No catalyst specified. The product is [CH3:1][O:2][C:5]1[CH:10]=[C:9]([O:11][CH3:12])[CH:8]=[CH:7][N:6]=1. The yield is 0.580.